Predict the product of the given reaction. From a dataset of Forward reaction prediction with 1.9M reactions from USPTO patents (1976-2016). (1) Given the reactants [CH2:1]=[C:2]1[CH2:7][CH2:6][CH2:5][CH2:4][CH2:3]1.[CH2:8]([O:10][C:11](=[O:16])[CH2:12][N+:13]([O-])=[O:14])[CH3:9].C1N2CCN(CC2)C1, predict the reaction product. The product is: [O:14]1[C:2]2([CH2:7][CH2:6][CH2:5][CH2:4][CH2:3]2)[CH2:1][C:12]([C:11]([O:10][CH2:8][CH3:9])=[O:16])=[N:13]1. (2) Given the reactants [F:1][C:2]1[CH:7]=[CH:6][C:5]([C:8]2[O:35][C:11]3=[N:12][CH:13]=[C:14]([C:16]4[CH:21]=[C:20]([C:22](=[O:33])[NH:23]C5(C6C=CC=CN=6)CC5)[CH:19]=[CH:18][C:17]=4[CH3:34])[CH:15]=[C:10]3[C:9]=2[C:36](NC)=[O:37])=[CH:4][CH:3]=1.CC[N:42]([CH:46]([CH3:48])[CH3:47])[CH:43]([CH3:45])C.CN([C:52]([O:56]N1N=NC2C=CC=NC1=2)=[N+](C)C)C.F[P-](F)(F)(F)(F)F.F[C:74]1C=CC(C2OC3=NC=C(C4C=C(C=CC=4C)C(O)=O)C=C3C=2C(OC)=O)=C[CH:75]=1.Cl.Cl.N1C=CC=C[C:106]=1C1(N)CC1, predict the reaction product. The product is: [F:1][C:2]1[CH:7]=[CH:6][C:5]([C:8]2[O:35][C:11]3=[N:12][CH:13]=[C:14]([C:16]4[CH:21]=[C:20]([C:22](=[O:33])[NH:23][C:48]5([C:46]6[CH:47]=[CH:106][CH:45]=[CH:43][N:42]=6)[CH2:75][CH2:74]5)[CH:19]=[CH:18][C:17]=4[CH3:34])[CH:15]=[C:10]3[C:9]=2[C:36]([O:56][CH3:52])=[O:37])=[CH:4][CH:3]=1.